From a dataset of Reaction yield outcomes from USPTO patents with 853,638 reactions. Predict the reaction yield, written as a fraction of the theoretical maximum amount of product (1.0 means a 100% yield; for example, 0.34 means a 34% yield). The reactants are [C:1]([O:5][C:6]([N:8]1[CH:13]([CH2:14][CH3:15])[CH2:12][CH:11]([NH:16][C:17]2[N:22]=[CH:21][C:20]([OH:23])=[CH:19][N:18]=2)[CH2:10][CH:9]1[CH2:24][CH3:25])=[O:7])([CH3:4])([CH3:3])C.C(=O)([O-])[O-].[K+].[K+].[CH2:32](N)[C:33]1[CH:38]=[CH:37][CH:36]=[CH:35][CH:34]=1.O. The catalyst is CN(C=O)C. The product is [CH:1]([O:5][C:6]([N:8]1[CH:13]([CH2:14][CH3:15])[CH2:12][CH:11]([NH:16][C:17]2[N:18]=[CH:19][C:20]([O:23][CH2:32][C:33]3[CH:38]=[CH:37][CH:36]=[CH:35][CH:34]=3)=[CH:21][N:22]=2)[CH2:10][CH:9]1[CH2:24][CH3:25])=[O:7])([CH3:3])[CH3:4]. The yield is 0.740.